The task is: Predict the product of the given reaction.. This data is from Forward reaction prediction with 1.9M reactions from USPTO patents (1976-2016). (1) Given the reactants [C:1]([O:5][C:6]([NH:8][C:9]1[C:18]2[C:13](=[CH:14][CH:15]=[CH:16][CH:17]=2)[C:12]([O:19][C:20]2[CH:25]=[CH:24][N:23]=[C:22]([NH:26][C:27]3[CH:28]=[C:29]([CH:33]=[C:34]([O:36][CH3:37])[CH:35]=3)[C:30](O)=[O:31])[CH:21]=2)=[CH:11][CH:10]=1)=[O:7])([CH3:4])([CH3:3])[CH3:2].[CH3:38][N:39]1[CH2:44][CH2:43][N:42]([CH2:45][CH2:46][NH2:47])[CH2:41][CH2:40]1.CCN(C(C)C)C(C)C.CN(C(ON1N=NC2C=CC=NC1=2)=[N+](C)C)C.F[P-](F)(F)(F)(F)F, predict the reaction product. The product is: [CH3:37][O:36][C:34]1[CH:35]=[C:27]([NH:26][C:22]2[CH:21]=[C:20]([O:19][C:12]3[C:13]4[C:18](=[CH:17][CH:16]=[CH:15][CH:14]=4)[C:9]([NH:8][C:6](=[O:7])[O:5][C:1]([CH3:3])([CH3:2])[CH3:4])=[CH:10][CH:11]=3)[CH:25]=[CH:24][N:23]=2)[CH:28]=[C:29]([C:30](=[O:31])[NH:47][CH2:46][CH2:45][N:42]2[CH2:43][CH2:44][N:39]([CH3:38])[CH2:40][CH2:41]2)[CH:33]=1. (2) Given the reactants [CH2:1]([O:8][C:9]([N:11]1[CH2:16][CH2:15][CH:14]([CH2:17][NH:18][C:19]([C:21]2[CH:26]=[CH:25][N:24]=[C:23]([CH:27]=[O:28])[CH:22]=2)=[O:20])[CH2:13][CH2:12]1)=[O:10])[C:2]1[CH:7]=[CH:6][CH:5]=[CH:4][CH:3]=1.[CH3:29][Mg]Cl, predict the reaction product. The product is: [CH2:1]([O:8][C:9]([N:11]1[CH2:16][CH2:15][CH:14]([CH2:17][NH:18][C:19]([C:21]2[CH:26]=[CH:25][N:24]=[C:23]([CH:27]([OH:28])[CH3:29])[CH:22]=2)=[O:20])[CH2:13][CH2:12]1)=[O:10])[C:2]1[CH:7]=[CH:6][CH:5]=[CH:4][CH:3]=1.